This data is from Full USPTO retrosynthesis dataset with 1.9M reactions from patents (1976-2016). The task is: Predict the reactants needed to synthesize the given product. (1) Given the product [CH3:10][N:11]([CH:13]=[C:2]([C:1]([O:8][CH3:9])=[O:7])[C:3]([O:5][CH3:6])=[O:4])[CH3:12], predict the reactants needed to synthesize it. The reactants are: [C:1]([O:8][CH3:9])(=[O:7])[CH2:2][C:3]([O:5][CH3:6])=[O:4].[CH3:10][N:11]([CH:13](OC)OC)[CH3:12]. (2) Given the product [F:1][C:2]1[C:3]([NH:17][CH:5]=[N:4][C:3]#[N:17])=[N:4][C:5]([O:8][CH2:9][C:10]2[CH:11]=[CH:12][C:13]([F:16])=[CH:14][CH:15]=2)=[N:6][CH:7]=1, predict the reactants needed to synthesize it. The reactants are: [F:1][C:2]1[C:3]([NH2:17])=[N:4][C:5]([O:8][CH2:9][C:10]2[CH:15]=[CH:14][C:13]([F:16])=[CH:12][CH:11]=2)=[N:6][CH:7]=1. (3) Given the product [NH2:1][C:2]1[CH:7]=[CH:6][N:5]([CH2:12][CH2:13][CH2:14][CH2:15][CH2:16][N:17]2[C:26]3[C:21]([C:22](=[O:28])[NH:23][C:24](=[O:27])[N:25]=3)=[N:20][C:19]3[CH:29]=[C:30]([CH3:34])[C:31]([CH3:33])=[CH:32][C:18]2=3)[C:4](=[O:8])[N:3]=1, predict the reactants needed to synthesize it. The reactants are: [NH2:1][C:2]1[CH:7]=[CH:6][NH:5][C:4](=[O:8])[N:3]=1.[H-].[Na+].Br[CH2:12][CH2:13][CH2:14][CH2:15][CH2:16][N:17]1[C:26]2[C:21]([C:22](=[O:28])[NH:23][C:24](=[O:27])[N:25]=2)=[N:20][C:19]2[CH:29]=[C:30]([CH3:34])[C:31]([CH3:33])=[CH:32][C:18]1=2. (4) Given the product [CH3:34][N:2]([CH3:1])[C:3]1[C:8]([CH2:9][C:10]([OH:12])=[O:11])=[CH:7][N:6]=[C:5]([CH2:14][C:15]2[CH:16]=[CH:17][C:18]([NH:21][C:22]([C:24]3[CH:33]=[CH:32][C:31]4[C:26](=[CH:27][CH:28]=[CH:29][CH:30]=4)[CH:25]=3)=[O:23])=[CH:19][CH:20]=2)[N:4]=1, predict the reactants needed to synthesize it. The reactants are: [CH3:1][N:2]([CH3:34])[C:3]1[C:8]([CH2:9][C:10]([O:12]C)=[O:11])=[CH:7][N:6]=[C:5]([CH2:14][C:15]2[CH:20]=[CH:19][C:18]([NH:21][C:22]([C:24]3[CH:33]=[CH:32][C:31]4[C:26](=[CH:27][CH:28]=[CH:29][CH:30]=4)[CH:25]=3)=[O:23])=[CH:17][CH:16]=2)[N:4]=1.[OH-].[Na+].CCOCC.Cl. (5) Given the product [CH2:16]([Si:15]([CH2:20][CH3:21])([CH2:18][CH3:19])[C:2]1[CH:3]=[CH:4][CH:5]=[CH:6][C:1]=1[O:7][CH3:8])[CH3:17], predict the reactants needed to synthesize it. The reactants are: [C:1]1([O:7][CH3:8])[CH:6]=[CH:5][CH:4]=[CH:3][CH:2]=1.CC([O-])(C)C.[K+].[SiH:15]([CH2:20][CH3:21])([CH2:18][CH3:19])[CH2:16][CH3:17]. (6) Given the product [CH2:1]([O:3][C:4](=[O:36])[CH:5]=[CH:6][C:7]1[CH:8]=[CH:9][C:10]([CH2:13][NH:14][C:15]([C:16]2[CH:27]=[N:22][C:19]3[C:20]([CH:21]=2)=[CH:39][CH:38]=[CH:17][CH:18]=3)=[O:35])=[CH:11][CH:12]=1)[CH3:2], predict the reactants needed to synthesize it. The reactants are: [CH2:1]([O:3][C:4](=[O:36])[CH:5]=[CH:6][C:7]1[CH:12]=[CH:11][C:10]([CH2:13][NH:14][C:15](=[O:35])[C:16]2[CH:21]=[CH:20][C:19]([N:22]3[CH2:27]CN(CC4C=NC=CC=4)CC3)=[CH:18][CH:17]=2)=[CH:9][CH:8]=1)[CH3:2].N1C2C(=CC=CC=2)C=[C:39](C(O)=O)[CH:38]=1. (7) Given the product [CH3:1][O:2][C:3](=[O:16])[C:4]1[CH:9]=[C:8]([N+:10]([O-:12])=[O:11])[C:7]([NH2:13])=[C:6]([F:14])[C:5]=1[NH:17][C:18]1[CH:23]=[CH:22][CH:21]=[CH:20][C:19]=1[CH3:24], predict the reactants needed to synthesize it. The reactants are: [CH3:1][O:2][C:3](=[O:16])[C:4]1[CH:9]=[C:8]([N+:10]([O-:12])=[O:11])[C:7]([NH2:13])=[C:6]([F:14])[C:5]=1F.[NH2:17][C:18]1[C:19]([CH3:24])=[CH:20][CH:21]=[CH:22][CH:23]=1.